Dataset: Full USPTO retrosynthesis dataset with 1.9M reactions from patents (1976-2016). Task: Predict the reactants needed to synthesize the given product. (1) The reactants are: C([O:3][C:4]([C:6]1[NH:7][CH:8]=[C:9]([C:11]2[CH:16]=[CH:15][CH:14]=[CH:13][CH:12]=2)[N:10]=1)=O)C.[H-].[Al+3].[Li+].[H-].[H-].[H-]. Given the product [OH:3][CH2:4][C:6]1[NH:7][CH:8]=[C:9]([C:11]2[CH:12]=[CH:13][CH:14]=[CH:15][CH:16]=2)[N:10]=1, predict the reactants needed to synthesize it. (2) The reactants are: [P:1]([O:7]C)([O:5][CH3:6])([O:3][CH3:4])=[O:2].[CH2:9]([N:11]1[CH:15]=[CH:14][N:13]=[CH:12]1)[CH3:10]. Given the product [CH3:4][O:3][P:1]([O-:7])([O:5][CH3:6])=[O:2].[CH2:9]([N+:11]1[CH:15]=[CH:14][N:13]([CH3:4])[CH:12]=1)[CH3:10], predict the reactants needed to synthesize it. (3) Given the product [F:15][C:14]([F:17])([F:16])[C:12]1[CH:11]=[C:10]([C:18]2[CH:23]=[CH:22][C:21]([C:24]([F:27])([F:26])[F:25])=[CH:20][CH:19]=2)[N:9]=[C:8]([C:4]2[CH:3]=[C:2]([C:36]3[CH:42]=[CH:41][C:39]([NH2:40])=[CH:38][CH:37]=3)[CH:7]=[CH:6][CH:5]=2)[N:13]=1, predict the reactants needed to synthesize it. The reactants are: Br[C:2]1[CH:3]=[C:4]([C:8]2[N:13]=[C:12]([C:14]([F:17])([F:16])[F:15])[CH:11]=[C:10]([C:18]3[CH:23]=[CH:22][C:21]([C:24]([F:27])([F:26])[F:25])=[CH:20][CH:19]=3)[N:9]=2)[CH:5]=[CH:6][CH:7]=1.CC1(C)C(C)(C)OB([C:36]2[CH:42]=[CH:41][C:39]([NH2:40])=[CH:38][CH:37]=2)O1. (4) Given the product [F:30][C:26]1[C:23]([C:24]#[N:25])=[C:22]([NH:21][C@H:2]2[CH2:11][CH2:10][C@@H:9]3[C@@H:4]([CH2:5][C@@H:6]([C:16]([O:18][CH2:19][CH3:20])=[O:17])[N:7]([C:12]([O:14][CH3:15])=[O:13])[CH2:8]3)[CH2:3]2)[CH:29]=[CH:28][CH:27]=1, predict the reactants needed to synthesize it. The reactants are: O=[C:2]1[CH2:11][CH2:10][CH:9]2[CH:4]([CH2:5][CH:6]([C:16]([O:18][CH2:19][CH3:20])=[O:17])[N:7]([C:12]([O:14][CH3:15])=[O:13])[CH2:8]2)[CH2:3]1.[NH2:21][C:22]1[CH:29]=[CH:28][CH:27]=[C:26]([F:30])[C:23]=1[C:24]#[N:25].C(O)(=O)C.C(O[BH-](OC(=O)C)OC(=O)C)(=O)C.[Na+].